From a dataset of NCI-60 drug combinations with 297,098 pairs across 59 cell lines. Regression. Given two drug SMILES strings and cell line genomic features, predict the synergy score measuring deviation from expected non-interaction effect. Drug 1: C1C(C(OC1N2C=C(C(=O)NC2=O)F)CO)O. Drug 2: CC1=C(N=C(N=C1N)C(CC(=O)N)NCC(C(=O)N)N)C(=O)NC(C(C2=CN=CN2)OC3C(C(C(C(O3)CO)O)O)OC4C(C(C(C(O4)CO)O)OC(=O)N)O)C(=O)NC(C)C(C(C)C(=O)NC(C(C)O)C(=O)NCCC5=NC(=CS5)C6=NC(=CS6)C(=O)NCCC[S+](C)C)O. Cell line: SW-620. Synergy scores: CSS=34.5, Synergy_ZIP=-1.68, Synergy_Bliss=-2.03, Synergy_Loewe=-1.90, Synergy_HSA=1.89.